This data is from Peptide-MHC class I binding affinity with 185,985 pairs from IEDB/IMGT. The task is: Regression. Given a peptide amino acid sequence and an MHC pseudo amino acid sequence, predict their binding affinity value. This is MHC class I binding data. The peptide sequence is FLLNISYLCH. The MHC is HLA-A11:01 with pseudo-sequence HLA-A11:01. The binding affinity (normalized) is 0.00651.